From a dataset of Full USPTO retrosynthesis dataset with 1.9M reactions from patents (1976-2016). Predict the reactants needed to synthesize the given product. (1) Given the product [CH:16]1([C:14]2[NH:13][N:12]=[C:11]([NH:10][C:6]3[N:5]=[C:4]([NH:19][C@H:20]([C:22]4[CH:23]=[CH:24][C:25]([F:28])=[CH:26][CH:27]=4)[CH3:21])[C:3]([CH2:2][NH:1][S:30]([CH3:29])(=[O:32])=[O:31])=[CH:8][C:7]=3[F:9])[CH:15]=2)[CH2:18][CH2:17]1, predict the reactants needed to synthesize it. The reactants are: [NH2:1][CH2:2][C:3]1[C:4]([NH:19][C@H:20]([C:22]2[CH:27]=[CH:26][C:25]([F:28])=[CH:24][CH:23]=2)[CH3:21])=[N:5][C:6]([NH:10][C:11]2[CH:15]=[C:14]([CH:16]3[CH2:18][CH2:17]3)[NH:13][N:12]=2)=[C:7]([F:9])[CH:8]=1.[CH3:29][S:30](O)(=[O:32])=[O:31].CCN(C(C)C)C(C)C. (2) Given the product [C:25]([O:24][C:22](=[O:23])/[C:21](/[C:19]#[N:20])=[CH:11]\[NH:1][C:2]1[S:3][CH:4]=[CH:5][C:6]=1[C:7]([O:9][CH3:10])=[O:8])([CH3:28])([CH3:27])[CH3:26], predict the reactants needed to synthesize it. The reactants are: [NH2:1][C:2]1[S:3][CH:4]=[CH:5][C:6]=1[C:7]([O:9][CH3:10])=[O:8].[CH3:11]OC(OC)N(C)C.[C:19]([CH2:21][C:22]([O:24][C:25]([CH3:28])([CH3:27])[CH3:26])=[O:23])#[N:20].